This data is from Full USPTO retrosynthesis dataset with 1.9M reactions from patents (1976-2016). The task is: Predict the reactants needed to synthesize the given product. (1) The reactants are: [N:1]#[C:2][NH2:3].[N:4]([C:7]1[CH:12]=[CH:11][C:10]([N:13]2[CH2:18][CH2:17][N:16]([CH2:19][CH:20]3[CH2:22][CH2:21]3)[CH2:15][CH2:14]2)=[CH:9][CH:8]=1)=[C:5]=[S:6].Br[CH2:24][C:25]([C:27]1[CH:32]=[CH:31][CH:30]=[C:29]([O:33][CH:34]([F:36])[F:35])[CH:28]=1)=[O:26]. Given the product [NH2:1][C:2]1[N:3]=[C:5]([NH:4][C:7]2[CH:8]=[CH:9][C:10]([N:13]3[CH2:14][CH2:15][N:16]([CH2:19][CH:20]4[CH2:22][CH2:21]4)[CH2:17][CH2:18]3)=[CH:11][CH:12]=2)[S:6][C:24]=1[C:25]([C:27]1[CH:32]=[CH:31][CH:30]=[C:29]([O:33][CH:34]([F:35])[F:36])[CH:28]=1)=[O:26], predict the reactants needed to synthesize it. (2) Given the product [I:4][C:5]1[CH:11]=[CH:10][C:8]([NH:9][CH3:1])=[C:7]([CH3:12])[C:6]=1[CH3:13], predict the reactants needed to synthesize it. The reactants are: [CH3:1][O-].[Na+].[I:4][C:5]1[CH:11]=[CH:10][C:8]([NH2:9])=[C:7]([CH3:12])[C:6]=1[CH3:13].C=O.[BH4-].[Na+].[OH-].[Na+]. (3) The reactants are: C([NH:3][C@@H:4]1[C:34](=[O:35])[N:6]2[C:7]([C:18]([O:20][CH:21]([C:28]3[CH:33]=[CH:32][CH:31]=[CH:30][CH:29]=3)[C:22]3[CH:27]=[CH:26][CH:25]=[CH:24][CH:23]=3)=[O:19])=[C:8]([S:11][CH2:12][C:13]3[CH:14]=[N:15][NH:16][CH:17]=3)[CH2:9][S:10][C@H:5]12)=O.Cl. Given the product [NH2:3][C@@H:4]1[C:34](=[O:35])[N:6]2[C:7]([C:18]([O:20][CH:21]([C:22]3[CH:27]=[CH:26][CH:25]=[CH:24][CH:23]=3)[C:28]3[CH:33]=[CH:32][CH:31]=[CH:30][CH:29]=3)=[O:19])=[C:8]([S:11][CH2:12][C:13]3[CH:17]=[N:16][NH:15][CH:14]=3)[CH2:9][S:10][C@H:5]12, predict the reactants needed to synthesize it. (4) Given the product [C:17]([O:20][C:21]([N:2]([CH2:14][CH2:13][C:12]#[N:15])[CH2:3][CH2:4][C:5]([O:7][CH2:8][CH3:9])=[O:6])=[O:22])([CH3:19])([CH3:18])[CH3:16], predict the reactants needed to synthesize it. The reactants are: Cl.[NH2:2][CH2:3][CH2:4][C:5]([O:7][CH2:8][CH3:9])=[O:6].[OH-].[Na+].[C:12](#[N:15])[CH:13]=[CH2:14].[CH3:16][C:17]([O:20][C:21](O[C:21]([O:20][C:17]([CH3:19])([CH3:18])[CH3:16])=[O:22])=[O:22])([CH3:19])[CH3:18].